This data is from Full USPTO retrosynthesis dataset with 1.9M reactions from patents (1976-2016). The task is: Predict the reactants needed to synthesize the given product. (1) Given the product [Cl:21][C:22]1[CH:23]=[C:24]([CH2:28][CH2:29][NH:30][CH:2]2[C:10]3[C:5](=[CH:6][C:7]([O:11][C:12]4[CH:20]=[CH:19][C:15]([C:16]([NH2:18])=[O:17])=[CH:14][N:13]=4)=[CH:8][CH:9]=3)[CH2:4][CH2:3]2)[CH:25]=[CH:26][CH:27]=1, predict the reactants needed to synthesize it. The reactants are: O=[C:2]1[C:10]2[C:5](=[CH:6][C:7]([O:11][C:12]3[CH:20]=[CH:19][C:15]([C:16]([NH2:18])=[O:17])=[CH:14][N:13]=3)=[CH:8][CH:9]=2)[CH2:4][CH2:3]1.[Cl:21][C:22]1[CH:23]=[C:24]([CH2:28][CH2:29][NH2:30])[CH:25]=[CH:26][CH:27]=1.[BH3-]C#N.[Na+]. (2) Given the product [C:77]([O:76][C:74]([N:71]1[CH2:72][CH2:73][CH:68]([NH:67][C:26](=[O:27])[C:25]2[CH:29]=[C:30]([O:31][CH3:32])[C:22]([NH:21][C:19]3[N:18]=[CH:17][C:8]4[N:9]([CH3:16])[C:10](=[O:15])[C:11]([F:14])([F:13])[CH2:12][N:6]([CH:1]5[CH2:2][CH2:3][CH2:4][CH2:5]5)[C:7]=4[N:20]=3)=[CH:23][C:24]=2[F:33])[CH2:69][CH2:70]1)=[O:75])([CH3:80])([CH3:78])[CH3:79], predict the reactants needed to synthesize it. The reactants are: [CH:1]1([N:6]2[CH2:12][C:11]([F:14])([F:13])[C:10](=[O:15])[N:9]([CH3:16])[C:8]3[CH:17]=[N:18][C:19]([NH:21][C:22]4[C:30]([O:31][CH3:32])=[CH:29][C:25]([C:26](O)=[O:27])=[C:24]([F:33])[CH:23]=4)=[N:20][C:7]2=3)[CH2:5][CH2:4][CH2:3][CH2:2]1.F[P-](F)(F)(F)(F)F.CN(C(N(C)C)=[N+]1C2C=CC=CC=2[N+]([O-])=N1)C.C(N(C(C)C)CC)(C)C.[NH2:67][CH:68]1[CH2:73][CH2:72][N:71]([C:74]([O:76][C:77]([CH3:80])([CH3:79])[CH3:78])=[O:75])[CH2:70][CH2:69]1.